This data is from Full USPTO retrosynthesis dataset with 1.9M reactions from patents (1976-2016). The task is: Predict the reactants needed to synthesize the given product. The reactants are: [CH3:1][CH:2]([O:4][C:5]1[CH:6]=[C:7]([O:20][C:21]2[CH:29]=[CH:28][C:24]([C:25]([OH:27])=O)=[CH:23][CH:22]=2)[CH:8]=[C:9]([C:11]([NH:13][C:14]2[S:18][N:17]=[C:16]([CH3:19])[N:15]=2)=[O:12])[CH:10]=1)[CH3:3].CN(C(ON1N=NC2C=CC=NC1=2)=[N+](C)C)C.F[P-](F)(F)(F)(F)F.[CH3:54][N:55]1[CH2:60][CH2:59][CH:58]([NH:61][CH3:62])[CH2:57][CH2:56]1.C(N(C(C)C)CC)(C)C. Given the product [CH3:3][CH:2]([O:4][C:5]1[CH:10]=[C:9]([CH:8]=[C:7]([O:20][C:21]2[CH:22]=[CH:23][C:24]([C:25]([N:61]([CH3:62])[CH:58]3[CH2:59][CH2:60][N:55]([CH3:54])[CH2:56][CH2:57]3)=[O:27])=[CH:28][CH:29]=2)[CH:6]=1)[C:11]([NH:13][C:14]1[S:18][N:17]=[C:16]([CH3:19])[N:15]=1)=[O:12])[CH3:1], predict the reactants needed to synthesize it.